This data is from Reaction yield outcomes from USPTO patents with 853,638 reactions. The task is: Predict the reaction yield, written as a fraction of the theoretical maximum amount of product (1.0 means a 100% yield; for example, 0.34 means a 34% yield). The reactants are Br[C:2]1[C:10]([O:11][CH3:12])=[CH:9][C:8]([O:13][CH3:14])=[C:7]2[C:3]=1[CH2:4][N:5]([CH2:16][C:17]1[CH:22]=[CH:21][C:20]([Cl:23])=[CH:19][CH:18]=1)[C:6]2=O.C([SnH](CCCC)CCCC)CCC.[F-].[K+]. The catalyst is C1C=CC=CC=1. The product is [CH3:12][O:11][C:10]1[CH:2]=[C:3]2[C:7](=[C:8]([O:13][CH3:14])[CH:9]=1)[CH2:6][N:5]([CH2:16][C:17]1[CH:22]=[CH:21][C:20]([Cl:23])=[CH:19][CH:18]=1)[CH2:4]2. The yield is 0.440.